This data is from Full USPTO retrosynthesis dataset with 1.9M reactions from patents (1976-2016). The task is: Predict the reactants needed to synthesize the given product. (1) Given the product [O:1]1[C:5]2[CH:6]=[CH:7][C:8]([CH2:10][C:11](=[N:13][NH:14][C:15]3[S:17][CH:19]=[C:20]([C:22]4[CH:27]=[CH:26][CH:25]=[C:24]([Cl:28])[CH:23]=4)[N:16]=3)[CH3:12])=[CH:9][C:4]=2[O:3][CH2:2]1, predict the reactants needed to synthesize it. The reactants are: [O:1]1[C:5]2[CH:6]=[CH:7][C:8]([CH2:10][C:11](=[N:13][NH:14][C:15](=[S:17])[NH2:16])[CH3:12])=[CH:9][C:4]=2[O:3][CH2:2]1.Br[CH2:19][C:20]([C:22]1[CH:27]=[CH:26][CH:25]=[C:24]([Cl:28])[CH:23]=1)=O. (2) Given the product [CH2:1]([C:3]1[C:4]([O:14][CH2:15][CH2:16][CH2:17][C:18]2[C:19]([CH:33]([CH3:34])[CH3:35])=[N:20][N:21]([C:23]3[N:24]=[N:25][C:26]([C:29]([F:32])([F:30])[F:31])=[CH:27][CH:28]=3)[CH:22]=2)=[C:5]([CH2:9][C:10]([OH:12])=[O:11])[CH:6]=[CH:7][CH:8]=1)[CH3:2], predict the reactants needed to synthesize it. The reactants are: [CH2:1]([C:3]1[C:4]([O:14][CH2:15][CH2:16][CH2:17][C:18]2[C:19]([CH:33]([CH3:35])[CH3:34])=[N:20][N:21]([C:23]3[N:24]=[N:25][C:26]([C:29]([F:32])([F:31])[F:30])=[CH:27][CH:28]=3)[CH:22]=2)=[C:5]([CH2:9][C:10]([O:12]C)=[O:11])[CH:6]=[CH:7][CH:8]=1)[CH3:2].[OH-].[Na+].O1CCCC1.Cl. (3) Given the product [OH:3][CH:1]([C:4]1[NH:5][C:6]([C:10]2[C:11]([CH3:21])=[CH:12][C:13]([CH3:20])=[C:14]([CH:19]=2)[C:15]([O:17][CH3:18])=[O:16])=[C:7]([CH3:9])[N:8]=1)[CH3:2], predict the reactants needed to synthesize it. The reactants are: [C:1]([C:4]1[NH:5][C:6]([C:10]2[C:11]([CH3:21])=[CH:12][C:13]([CH3:20])=[C:14]([CH:19]=2)[C:15]([O:17][CH3:18])=[O:16])=[C:7]([CH3:9])[N:8]=1)(=[O:3])[CH3:2].[BH4-].[Na+]. (4) Given the product [C:14]([O:13][CH2:12][C:7]1[C:6]([C:4]([OH:5])=[O:3])=[C:10]([CH3:11])[NH:9][N:8]=1)([CH3:17])([CH3:16])[CH3:15], predict the reactants needed to synthesize it. The reactants are: C([O:3][C:4]([C:6]1[C:7]([CH2:12][O:13][C:14]([CH3:17])([CH3:16])[CH3:15])=[N:8][NH:9][C:10]=1[CH3:11])=[O:5])C.[OH-].[Na+]. (5) Given the product [Br:1][C:2]1[CH:10]=[C:9]2[C:5]([C:6]([CH:11]=[O:12])=[N:7][N:8]2[CH:25]2[CH2:26][CH2:27][CH2:28][CH2:29][O:24]2)=[CH:4][CH:3]=1, predict the reactants needed to synthesize it. The reactants are: [Br:1][C:2]1[CH:10]=[C:9]2[C:5]([C:6]([CH:11]=[O:12])=[N:7][NH:8]2)=[CH:4][CH:3]=1.CC1C=CC(S(O)(=O)=O)=CC=1.[O:24]1[CH:29]=[CH:28][CH2:27][CH2:26][CH2:25]1. (6) Given the product [CH3:13][N:14]1[C:18]([C:2]2[CH:8]=[C:7]([C:9]([F:12])([F:11])[F:10])[CH:6]=[CH:5][C:3]=2[NH2:4])=[CH:17][CH:16]=[N:15]1, predict the reactants needed to synthesize it. The reactants are: Br[C:2]1[CH:8]=[C:7]([C:9]([F:12])([F:11])[F:10])[CH:6]=[CH:5][C:3]=1[NH2:4].[CH3:13][N:14]1[C:18](B2OC(C)(C)C(C)(C)O2)=[CH:17][CH:16]=[N:15]1.P([O-])([O-])([O-])=O.[K+].[K+].[K+].O1CCOCC1. (7) Given the product [Cl:6][C:7]1[CH:12]=[CH:11][C:10]2[N:13]([CH2:14][CH2:15][CH2:16][N:17]3[CH:21]=[CH:20][N:19]=[CH:18]3)[C:2]([CH2:1][OH:5])=[N:22][C:9]=2[CH:8]=1, predict the reactants needed to synthesize it. The reactants are: [C:1]([OH:5])(=O)[CH2:2]O.[Cl:6][C:7]1[CH:8]=[C:9]([NH2:22])[C:10]([NH:13][CH2:14][CH2:15][CH2:16][N:17]2[CH:21]=[CH:20][N:19]=[CH:18]2)=[CH:11][CH:12]=1.C([O-])(O)=O.[Na+].C(Cl)Cl.